Dataset: Catalyst prediction with 721,799 reactions and 888 catalyst types from USPTO. Task: Predict which catalyst facilitates the given reaction. (1) Reactant: [F:1][CH:2]1[CH2:7][CH2:6][N:5]([C:8]2[CH:13]=[CH:12][N:11]=[CH:10][C:9]=2[N+:14]([O-])=O)[CH2:4][CH:3]1[NH:17][C:18](=[O:24])[O:19][C:20]([CH3:23])([CH3:22])[CH3:21]. Product: [NH2:14][C:9]1[CH:10]=[N:11][CH:12]=[CH:13][C:8]=1[N:5]1[CH2:6][CH2:7][CH:2]([F:1])[CH:3]([NH:17][C:18](=[O:24])[O:19][C:20]([CH3:22])([CH3:21])[CH3:23])[CH2:4]1. The catalyst class is: 162. (2) Reactant: OC(C(F)(F)F)=O.[C:8]([O:12][CH2:13][CH2:14][O:15][CH2:16][CH2:17][NH2:18])(=[O:11])[CH:9]=[CH2:10].C(Cl)CCl. Product: [C:8]([O:12][CH2:13][CH2:14][O:15][CH2:16][CH2:17][NH2:18])(=[O:11])[CH:9]=[CH2:10]. The catalyst class is: 2. (3) Reactant: [CH3:1][O:2][C:3]1[CH:4]=[C:5]2[C:10](=[CH:11][C:12]=1[O:13][CH3:14])[N:9]=C(SC)C=C2OC1C=CC(NC(C2(C(NC3C=CC(F)=CC=3)=O)CC2)=O)=CC=1F.CS[C:43]([S:54][CH3:55])=[C:44]1[C:49](=[O:50])[O:48][C:47]([CH3:52])([CH3:51])[O:46][C:45]1=[O:53]. Product: [CH3:14][O:13][C:12]1[CH:11]=[C:10]([NH:9][C:43]([S:54][CH3:55])=[C:44]2[C:49](=[O:50])[O:48][C:47]([CH3:52])([CH3:51])[O:46][C:45]2=[O:53])[CH:5]=[CH:4][C:3]=1[O:2][CH3:1]. The catalyst class is: 14. (4) The catalyst class is: 24. Product: [CH3:1][C:2]1[CH:11]=[CH:10][C:5]([C:6]([OH:8])=[O:7])=[CH:4][C:3]=1[C:12]1[NH:16][C:15]2[CH2:17][O:18][CH2:19][CH2:20][C:14]=2[N:13]=1. Reactant: [CH3:1][C:2]1[CH:11]=[CH:10][C:5]([C:6]([O:8]C)=[O:7])=[CH:4][C:3]=1[C:12]1[NH:16][C:15]2[CH2:17][O:18][CH2:19][CH2:20][C:14]=2[N:13]=1.[OH-].[Na+]. (5) Reactant: [F:1][C:2]1[C:7]([O:8][CH3:9])=[CH:6][C:5]([O:10][CH3:11])=[C:4]([F:12])[C:3]=1[N:13]1[CH2:18][C:17]2[CH:19]=[N:20][C:21]([C:23]3[C:24]([CH3:29])=[N:25][N:26]([CH3:28])[CH:27]=3)=[CH:22][C:16]=2[N:15]([CH:30]2[CH2:35][CH2:34][N:33](C(OC(C)(C)C)=O)[CH2:32][CH2:31]2)[C:14]1=[O:43].CO.Cl. Product: [F:1][C:2]1[C:7]([O:8][CH3:9])=[CH:6][C:5]([O:10][CH3:11])=[C:4]([F:12])[C:3]=1[N:13]1[CH2:18][C:17]2[CH:19]=[N:20][C:21]([C:23]3[C:24]([CH3:29])=[N:25][N:26]([CH3:28])[CH:27]=3)=[CH:22][C:16]=2[N:15]([CH:30]2[CH2:35][CH2:34][NH:33][CH2:32][CH2:31]2)[C:14]1=[O:43]. The catalyst class is: 12. (6) Reactant: [F:1][C:2]1[CH:3]=[C:4]([N:37]2[CH2:41][C@H:40]([CH2:42][NH:43][C:44](=[O:46])[CH3:45])[O:39][C:38]2=[O:47])[CH:5]=[CH:6][C:7]=1[C:8]1[C:9]([O:27]CC2C=CC(OC)=CC=2)=[N:10][C:11]([O:14][C@@H:15]2[CH2:20][O:19][C:18]3=[N:21][C:22]([N+:24]([O-:26])=[O:25])=[CH:23][N:17]3[CH2:16]2)=[N:12][CH:13]=1. Product: [F:1][C:2]1[CH:3]=[C:4]([N:37]2[CH2:41][C@H:40]([CH2:42][NH:43][C:44](=[O:46])[CH3:45])[O:39][C:38]2=[O:47])[CH:5]=[CH:6][C:7]=1[C:8]1[C:9](=[O:27])[NH:10][C:11]([O:14][C@@H:15]2[CH2:20][O:19][C:18]3=[N:21][C:22]([N+:24]([O-:26])=[O:25])=[CH:23][N:17]3[CH2:16]2)=[N:12][CH:13]=1. The catalyst class is: 137.